Dataset: Forward reaction prediction with 1.9M reactions from USPTO patents (1976-2016). Task: Predict the product of the given reaction. (1) Given the reactants [C:1]([O:5][C:6](=[O:28])[NH:7][C@H:8]1[CH2:12][C@@H:11]([CH2:13][NH:14][C:15]([O:17][C:18]([CH3:21])([CH3:20])[CH3:19])=[O:16])[N:10](C(=O)C(F)(F)F)[CH2:9]1)([CH3:4])([CH3:3])[CH3:2].O[Li].O, predict the reaction product. The product is: [C:1]([O:5][C:6](=[O:28])[NH:7][C@H:8]1[CH2:12][C@@H:11]([CH2:13][NH:14][C:15]([O:17][C:18]([CH3:21])([CH3:20])[CH3:19])=[O:16])[NH:10][CH2:9]1)([CH3:3])([CH3:4])[CH3:2]. (2) Given the reactants [NH2:1][C:2]1[CH:6]=[CH:5][N:4]([C:7]2[CH:12]=[CH:11][CH:10]=[CH:9][CH:8]=2)[N:3]=1.Cl[C:14]1[C:22]2[C:17](=[CH:18][CH:19]=[CH:20][CH:21]=2)[N:16]([C:23]2[CH:28]=[CH:27][CH:26]=[CH:25][CH:24]=2)[N:15]=1.CC(C)([O-])C.[Na+].C(P(C(C)(C)C)[C:40]1(C)[CH2:42][C:41]1([C:49]1C=CC=CC=1)[C:43]1[CH:48]=[CH:47][CH:46]=[CH:45][CH:44]=1)(C)(C)C.BrC1C=CC(C(C)(C)C)=CC=1.[Cl-].[NH4+], predict the reaction product. The product is: [C:7]1([N:4]2[CH:5]=[CH:6][C:2]([N:1]([C:14]3[C:22]4[C:17](=[CH:18][CH:19]=[CH:20][CH:21]=4)[N:16]([C:23]4[CH:28]=[CH:27][CH:26]=[CH:25][CH:24]=4)[N:15]=3)[C:46]3[CH:47]=[CH:48][C:43]([C:41]([CH3:49])([CH3:42])[CH3:40])=[CH:44][CH:45]=3)=[N:3]2)[CH:12]=[CH:11][CH:10]=[CH:9][CH:8]=1. (3) Given the reactants Br[C:2]1[CH:7]=[CH:6][C:5]([CH:8]([CH3:15])[CH2:9][NH:10][S:11]([CH3:14])(=[O:13])=[O:12])=[CH:4][CH:3]=1.[CH3:16][C:17]1[CH:22]=[CH:21][C:20](B(O)O)=[CH:19][CH:18]=1.C(=O)([O-])[O-].[K+].[K+].O, predict the reaction product. The product is: [CH3:16][C:17]1[CH:22]=[CH:21][C:20]([C:2]2[CH:7]=[CH:6][C:5]([CH:8]([CH3:15])[CH2:9][NH:10][S:11]([CH3:14])(=[O:13])=[O:12])=[CH:4][CH:3]=2)=[CH:19][CH:18]=1.